From a dataset of Forward reaction prediction with 1.9M reactions from USPTO patents (1976-2016). Predict the product of the given reaction. (1) The product is: [Cl:1][C:2]1[C:3]([NH:27][C:28]2[CH:33]=[CH:32][CH:31]=[CH:30][C:29]=2[C:34]([NH:35][CH3:36])=[O:37])=[N:4][C:5]([NH:8][C:9]2[CH:10]=[CH:11][C:12]3[CH2:18][N:17]([CH2:19][CH2:20][OH:21])[CH2:16][CH2:15][N:14]([CH3:25])[C:13]=3[CH:26]=2)=[N:6][CH:7]=1. Given the reactants [Cl:1][C:2]1[C:3]([NH:27][C:28]2[CH:33]=[CH:32][CH:31]=[CH:30][C:29]=2[C:34](=[O:37])[NH:35][CH3:36])=[N:4][C:5]([NH:8][C:9]2[CH:10]=[CH:11][C:12]3[CH2:18][N:17]([CH2:19][CH2:20][O:21]C(=O)C)[CH2:16][CH2:15][N:14]([CH3:25])[C:13]=3[CH:26]=2)=[N:6][CH:7]=1.ClC1C(NC2C=CC=CC=2C(NC)=O)=NC(NC2C=CC3CNCCN(C)C=3C=2)=NC=1.C(OCCBr)(=O)C.C(N(CC)CC)C, predict the reaction product. (2) Given the reactants [C:1]([N:4]1[CH2:9][CH2:8][C:7]2[N:10]([CH:26]3[CH2:31][CH2:30]OCC3)[N:11]=[C:12]([N:13]3[C:22]4[C:17](=[CH:18][C:19](Br)=[C:20]([C:23]#N)[CH:21]=4)CCC3)[C:6]=2[CH2:5]1)(=[O:3])[CH3:2].CS(O[CH:37](C1CC1)[CH3:38])(=O)=O.C([O-])([O-])=O.[K+].[K+], predict the reaction product. The product is: [CH3:23][C:20]1[CH:21]=[C:22]([CH:17]=[CH:18][CH:19]=1)[NH:13][C:12]1[C:6]2[CH2:5][N:4]([C:1](=[O:3])[CH3:2])[CH2:9][CH2:8][C:7]=2[N:10]([CH2:26][CH2:31]/[CH:30]=[CH:37]/[CH3:38])[N:11]=1. (3) Given the reactants [O:1]=[C:2]1[CH2:7][O:6][C:5]2[N:8]=[C:9]([C:18]3[CH:23]=[CH:22][C:21]([C:24]4([NH:28][C:29](=[O:35])[O:30][C:31]([CH3:34])([CH3:33])[CH3:32])[CH2:27][CH2:26][CH2:25]4)=[CH:20][CH:19]=3)[C:10]([C:12]3[CH:17]=[CH:16][CH:15]=[CH:14][CH:13]=3)=[CH:11][C:4]=2[NH:3]1.C(=O)([O-])[O-].[K+].[K+].Cl.Cl[CH2:44][C:45]1[N:46]=[CH:47][S:48][CH:49]=1, predict the reaction product. The product is: [O:1]=[C:2]1[CH2:7][O:6][C:5]2[N:8]=[C:9]([C:18]3[CH:23]=[CH:22][C:21]([C:24]4([NH:28][C:29](=[O:35])[O:30][C:31]([CH3:32])([CH3:34])[CH3:33])[CH2:25][CH2:26][CH2:27]4)=[CH:20][CH:19]=3)[C:10]([C:12]3[CH:13]=[CH:14][CH:15]=[CH:16][CH:17]=3)=[CH:11][C:4]=2[N:3]1[CH2:44][C:45]1[N:46]=[CH:47][S:48][CH:49]=1. (4) Given the reactants Cl[C:2]1[N:3]=[C:4]([N:22]2[CH2:27][CH2:26][O:25][CH2:24][CH2:23]2)[C:5]2[S:10][C:9]([CH2:11][N:12]3[CH2:17][CH2:16][N:15]([S:18]([CH3:21])(=[O:20])=[O:19])[CH2:14][CH2:13]3)=[CH:8][C:6]=2[N:7]=1.[CH:28]([C:30]1[CH:31]=[C:32](B2OC(C)(C)C(C)(C)O2)[CH:33]=[N:34][CH:35]=1)=[O:29], predict the reaction product. The product is: [O:25]1[CH2:26][CH2:27][N:22]([C:4]2[C:5]3[S:10][C:9]([CH2:11][N:12]4[CH2:17][CH2:16][N:15]([S:18]([CH3:21])(=[O:20])=[O:19])[CH2:14][CH2:13]4)=[CH:8][C:6]=3[N:7]=[C:2]([C:32]3[CH:31]=[C:30]([CH:28]=[O:29])[CH:35]=[N:34][CH:33]=3)[N:3]=2)[CH2:23][CH2:24]1. (5) Given the reactants [C:1]([N:9]1[CH2:14][CH2:13][CH:12]([C:15]#[CH:16])[CH2:11][CH2:10]1)(=[O:8])[C:2]1[CH:7]=[CH:6][CH:5]=[CH:4][CH:3]=1.[Br:17][C:18]1[CH:23]=[CH:22][CH:21]=[C:20](I)[CH:19]=1, predict the reaction product. The product is: [C:1]([N:9]1[CH2:14][CH2:13][CH:12]([C:15]#[C:16][C:20]2[CH:21]=[CH:22][CH:23]=[C:18]([Br:17])[CH:19]=2)[CH2:11][CH2:10]1)(=[O:8])[C:2]1[CH:7]=[CH:6][CH:5]=[CH:4][CH:3]=1. (6) The product is: [F:31][C:32]1[CH:37]=[CH:36][CH:35]=[CH:34][C:33]=1[NH:38][C:39](=[O:66])[NH:40][C:41]1[CH:46]=[CH:45][C:44]([C:47]2[S:51][C:50]([C:52]34[CH2:61][CH:56]5[CH2:57][CH:58]([CH2:60][C:54]([C:62]([OH:64])=[O:63])([CH2:55]5)[CH2:53]3)[CH2:59]4)=[N:49][CH:48]=2)=[CH:43][CH:42]=1. Given the reactants FC(F)(F)C1C=C(NC(=O)NC2C=CC(C3SC(CCC(O)=O)=NC=3)=CC=2)C=CC=1.[F:31][C:32]1[CH:37]=[CH:36][CH:35]=[CH:34][C:33]=1[NH:38][C:39](=[O:66])[NH:40][C:41]1[CH:46]=[CH:45][C:44]([C:47]2[S:51][C:50]([C:52]34[CH2:61][CH:56]5[CH2:57][CH:58]([CH2:60][C:54]([C:62]([O:64]C)=[O:63])([CH2:55]5)[CH2:53]3)[CH2:59]4)=[N:49][CH:48]=2)=[CH:43][CH:42]=1, predict the reaction product.